Dataset: Catalyst prediction with 721,799 reactions and 888 catalyst types from USPTO. Task: Predict which catalyst facilitates the given reaction. Reactant: [O:1]=[CH:2]/[CH:3]=[CH:4]/[C:5]([O:7][CH2:8][CH3:9])=[O:6].[CH3:10][O:11][C:12]1[CH:17]=[CH:16][C:15]([S:18]([N:21]=[CH:22]/[CH:23]=[CH:24]/[C:25]2[CH:30]=[CH:29][C:28]([C:31](=[O:33])[CH3:32])=[CH:27][CH:26]=2)(=[O:20])=[O:19])=[CH:14][CH:13]=1. Product: [C:31]([C:28]1[CH:27]=[CH:26][C:25]([C@H:24]2[CH:23]=[CH:22][N:21]([S:18]([C:15]3[CH:14]=[CH:13][C:12]([O:11][CH3:10])=[CH:17][CH:16]=3)(=[O:20])=[O:19])[C:2](=[O:1])[C@H:3]2[CH2:4][C:5]([O:7][CH2:8][CH3:9])=[O:6])=[CH:30][CH:29]=1)(=[O:33])[CH3:32]. The catalyst class is: 22.